This data is from NCI-60 drug combinations with 297,098 pairs across 59 cell lines. The task is: Regression. Given two drug SMILES strings and cell line genomic features, predict the synergy score measuring deviation from expected non-interaction effect. (1) Synergy scores: CSS=48.3, Synergy_ZIP=3.36, Synergy_Bliss=2.98, Synergy_Loewe=-1.84, Synergy_HSA=3.24. Drug 2: CC(C1=C(C=CC(=C1Cl)F)Cl)OC2=C(N=CC(=C2)C3=CN(N=C3)C4CCNCC4)N. Cell line: HT29. Drug 1: CCCS(=O)(=O)NC1=C(C(=C(C=C1)F)C(=O)C2=CNC3=C2C=C(C=N3)C4=CC=C(C=C4)Cl)F. (2) Drug 1: C1=NNC2=C1C(=O)NC=N2. Drug 2: C(CCl)NC(=O)N(CCCl)N=O. Cell line: MDA-MB-435. Synergy scores: CSS=4.67, Synergy_ZIP=-3.00, Synergy_Bliss=-4.21, Synergy_Loewe=-4.19, Synergy_HSA=-3.16. (3) Drug 2: CC(C)NC(=O)C1=CC=C(C=C1)CNNC.Cl. Drug 1: C1=NNC2=C1C(=O)NC=N2. Cell line: TK-10. Synergy scores: CSS=8.59, Synergy_ZIP=2.89, Synergy_Bliss=11.0, Synergy_Loewe=7.38, Synergy_HSA=7.87. (4) Drug 1: C1CN1C2=NC(=NC(=N2)N3CC3)N4CC4. Drug 2: C1CC(=O)NC(=O)C1N2CC3=C(C2=O)C=CC=C3N. Cell line: MALME-3M. Synergy scores: CSS=15.3, Synergy_ZIP=3.95, Synergy_Bliss=5.00, Synergy_Loewe=2.41, Synergy_HSA=3.56.